The task is: Predict the reactants needed to synthesize the given product.. This data is from Full USPTO retrosynthesis dataset with 1.9M reactions from patents (1976-2016). (1) Given the product [F:1][C:2]1[CH:7]=[CH:6][C:5]([O:8][CH3:9])=[CH:4][C:3]=1[C:10]1[CH:15]=[CH:14][C:13]([CH2:16][OH:17])=[CH:12][C:11]=1[CH2:20][CH:21]([CH3:23])[CH3:22], predict the reactants needed to synthesize it. The reactants are: [F:1][C:2]1[CH:7]=[CH:6][C:5]([O:8][CH3:9])=[CH:4][C:3]=1[C:10]1[CH:15]=[CH:14][C:13]([C:16](OC)=[O:17])=[CH:12][C:11]=1[CH2:20][CH:21]([CH3:23])[CH3:22].C1COCC1.[H-].[H-].[H-].[H-].[Li+].[Al+3].[OH-].[Na+]. (2) Given the product [O:18]=[C:14]1[C:15]2[C:11](=[CH:10][C:9]([C:7]3[S:8][C:4]([CH:3]=[O:2])=[CH:5][CH:6]=3)=[CH:17][CH:16]=2)[CH2:12][N:13]1[CH2:19][CH2:20][CH2:21][N:25]1[CH2:29][CH2:28][CH2:27][CH2:26]1, predict the reactants needed to synthesize it. The reactants are: C[O:2][CH:3](OC)[C:4]1[S:8][C:7]([C:9]2[CH:10]=[C:11]3[C:15](=[CH:16][CH:17]=2)[C:14](=[O:18])[N:13]([CH2:19][CH2:20][CH2:21]I)[CH2:12]3)=[CH:6][CH:5]=1.[NH:25]1[CH2:29][CH2:28][CH2:27][CH2:26]1.